Dataset: Full USPTO retrosynthesis dataset with 1.9M reactions from patents (1976-2016). Task: Predict the reactants needed to synthesize the given product. (1) Given the product [OH:4][C:5]1[C:6]([O:11][CH2:12][CH2:13][CH2:14][CH2:15][CH2:16][CH3:17])=[CH:7][C:8]2[C:43]3[C:38](=[CH:39][C:40]([O:51][CH2:52][CH2:53][CH2:54][CH2:55][CH2:56][CH3:57])=[C:41]([O:44][CH2:45][CH2:46][CH2:47][CH2:48][CH2:49][CH3:50])[CH:42]=3)[C:27]3[C:28](=[CH:29][C:30]([O:31][CH2:32][CH2:33][CH2:34][CH2:35][CH2:36][CH3:37])=[C:25]([O:24][CH2:18][CH2:19][CH2:20][CH2:21][CH2:22][CH3:23])[CH:26]=3)[C:9]=2[CH:10]=1, predict the reactants needed to synthesize it. The reactants are: C([O:4][C:5]1[CH:10]=[CH:9][CH:8]=[CH:7][C:6]=1[O:11][CH2:12][CH2:13][CH2:14][CH2:15][CH2:16][CH3:17])(=O)C.[CH2:18]([O:24][C:25]1[CH:26]=[C:27]([C:38]2[CH:43]=[CH:42][C:41]([O:44][CH2:45][CH2:46][CH2:47][CH2:48][CH2:49][CH3:50])=[C:40]([O:51][CH2:52][CH2:53][CH2:54][CH2:55][CH2:56][CH3:57])[CH:39]=2)[CH:28]=[CH:29][C:30]=1[O:31][CH2:32][CH2:33][CH2:34][CH2:35][CH2:36][CH3:37])[CH2:19][CH2:20][CH2:21][CH2:22][CH3:23]. (2) Given the product [NH2:14][C:11]1[CH:12]=[C:13]2[C:8]([CH2:7][CH2:6][N:5]2[C:3](=[O:4])[CH2:2][N:25]2[CH2:29][CH2:28][CH:27]([OH:30])[CH2:26]2)=[CH:9][C:10]=1[O:17][CH3:18], predict the reactants needed to synthesize it. The reactants are: Br[CH2:2][C:3]([N:5]1[C:13]2[C:8](=[CH:9][C:10]([O:17][CH3:18])=[C:11]([N+:14]([O-])=O)[CH:12]=2)[CH2:7][CH2:6]1)=[O:4].C([O-])([O-])=O.[K+].[K+].[NH:25]1[CH2:29][CH2:28][CH:27]([OH:30])[CH2:26]1. (3) The reactants are: C1(S([N:10]2[C:14]3=[N:15][CH:16]=[C:17]([CH2:19][O:20][CH3:21])[CH:18]=[C:13]3[CH:12]=[C:11]2[C:22]([C:29]2[CH:34]=[CH:33][C:32]([S:35]([CH3:38])(=[O:37])=[O:36])=[CH:31][CH:30]=2)=[CH:23][CH:24]2[CH2:28][CH2:27][CH2:26][CH2:25]2)(=O)=O)C=CC=CC=1.[F-].C([N+](CCCC)(CCCC)CCCC)CCC. Given the product [CH:24]1([CH:23]=[C:22]([C:11]2[NH:10][C:14]3=[N:15][CH:16]=[C:17]([CH2:19][O:20][CH3:21])[CH:18]=[C:13]3[CH:12]=2)[C:29]2[CH:34]=[CH:33][C:32]([S:35]([CH3:38])(=[O:37])=[O:36])=[CH:31][CH:30]=2)[CH2:28][CH2:27][CH2:26][CH2:25]1, predict the reactants needed to synthesize it. (4) Given the product [Br:2][C:3]1[N:7]2[CH:8]=[C:9]([CH:21]3[CH2:23][CH2:22]3)[C:10]([O:12][CH2:13][C:14]3([CH3:20])[CH2:19][CH2:18][N:17]([C@H:35]([C:37]4[CH:42]=[C:41]([Cl:43])[CH:40]=[C:39]([Cl:44])[CH:38]=4)[CH3:36])[CH2:16][CH2:15]3)=[CH:11][C:6]2=[N:5][N:4]=1, predict the reactants needed to synthesize it. The reactants are: Cl.[Br:2][C:3]1[N:7]2[CH:8]=[C:9]([CH:21]3[CH2:23][CH2:22]3)[C:10]([O:12][CH2:13][C:14]3([CH3:20])[CH2:19][CH2:18][NH:17][CH2:16][CH2:15]3)=[CH:11][C:6]2=[N:5][N:4]=1.CC1C=CC(S(O[C@@H:35]([C:37]2[CH:42]=[C:41]([Cl:43])[CH:40]=[C:39]([Cl:44])[CH:38]=2)[CH3:36])(=O)=O)=CC=1.C(=O)([O-])[O-].[K+].[K+].